From a dataset of Catalyst prediction with 721,799 reactions and 888 catalyst types from USPTO. Predict which catalyst facilitates the given reaction. (1) Reactant: [F:1][C:2]1[CH:7]=[CH:6][C:5]([CH:8]=[C:9]([CH3:14])[C:10]([O:12]C)=[O:11])=[CH:4][C:3]=1[O:15][CH3:16].[OH-].[Na+].Cl. Product: [F:1][C:2]1[CH:7]=[CH:6][C:5]([CH:8]=[C:9]([CH3:14])[C:10]([OH:12])=[O:11])=[CH:4][C:3]=1[O:15][CH3:16]. The catalyst class is: 5. (2) The catalyst class is: 7. Reactant: [Br:1][C:2]1[CH:3]=[C:4]([Cl:8])[CH:5]=[CH:6][CH:7]=1.CCCCCCC.C([N-]C(C)C)(C)C.[Li+].O1CCCC1.C(C1C=CC=CC=1)C.[C:37](=[O:39])=[O:38]. Product: [Br:1][C:2]1[CH:7]=[CH:6][CH:5]=[C:4]([Cl:8])[C:3]=1[C:37]([OH:39])=[O:38]. (3) Reactant: OC[CH2:3][S:4][S:5][CH2:6][CH2:7][OH:8].N1C=CN=C1.[CH3:14][C:15]([Si:18](Cl)([CH3:20])[CH3:19])([CH3:17])[CH3:16].CN(C=[O:26])C. Product: [Si:18]([O:8][CH2:7][CH2:6][S:5][S:4][CH2:3][OH:26])([C:15]([CH3:17])([CH3:16])[CH3:14])([CH3:20])[CH3:19]. The catalyst class is: 25. (4) Reactant: [N:1]([C@H:4]1[C@@H:9]([CH3:10])[CH2:8][N:7]([C:11]2[CH:16]=[CH:15][N:14]=[CH:13][C:12]=2[N:17]([C:25]([O:27][C:28]([CH3:31])([CH3:30])[CH3:29])=[O:26])[C:18]([O:20][C:21]([CH3:24])([CH3:23])[CH3:22])=[O:19])[CH2:6][C@H:5]1[NH:32][C:33]([O:35][C:36]([CH3:39])([CH3:38])[CH3:37])=[O:34])=[N+]=[N-].O.CP(C)C. Product: [NH2:1][C@H:4]1[C@@H:9]([CH3:10])[CH2:8][N:7]([C:11]2[CH:16]=[CH:15][N:14]=[CH:13][C:12]=2[N:17]([C:25]([O:27][C:28]([CH3:30])([CH3:29])[CH3:31])=[O:26])[C:18]([O:20][C:21]([CH3:22])([CH3:23])[CH3:24])=[O:19])[CH2:6][C@H:5]1[NH:32][C:33]([O:35][C:36]([CH3:37])([CH3:39])[CH3:38])=[O:34]. The catalyst class is: 1. (5) Reactant: [F:1][CH:2]([F:42])[C:3]1[CH:12]=[C:11]2[C:6]([CH2:7][CH2:8][CH2:9][N:10]2[C:13]2[C:17]3[CH2:18][N:19]([C:22]([O:24]C(C)(C)C)=O)[CH2:20][CH2:21][C:16]=3[N:15]([CH:29]3[CH2:35][CH2:34][CH2:33]O[CH2:31][CH2:30]3)[N:14]=2)=[CH:5][C:4]=1[C:36]1[CH:37]=[N:38][N:39]([CH3:41])[CH:40]=1.[CH:43]1([N:49]2C3CCN(C(OC(C)(C)C)=O)CC=3C(N3C4C(=CC(C5C=NN(C)C=5)=C(C(F)F)C=4)CCC3)=N2)CCCCC1.FC(F)(F)C(O)=O.C(N(CC)CC)C.CNC(N1C=CN=C1)=O. The catalyst class is: 4. Product: [CH:29]1([N:15]2[C:16]3[CH2:21][CH2:20][N:19]([C:22]([NH:49][CH3:43])=[O:24])[CH2:18][C:17]=3[C:13]([N:10]3[C:11]4[C:6](=[CH:5][C:4]([C:36]5[CH:37]=[N:38][N:39]([CH3:41])[CH:40]=5)=[C:3]([CH:2]([F:42])[F:1])[CH:12]=4)[CH2:7][CH2:8][CH2:9]3)=[N:14]2)[CH2:35][CH2:34][CH2:33][CH2:31][CH2:30]1. (6) Reactant: [OH-].[Na+].[CH3:3][O:4][C:5]1[CH:10]=[C:9]([CH:11]([Cl:16])[C:12](Cl)([Cl:14])[Cl:13])[CH:8]=[C:7]([CH:17]([Cl:22])[C:18](Cl)([Cl:20])[Cl:19])[CH:6]=1. Product: [CH3:3][O:4][C:5]1[CH:6]=[C:7]([C:17]([Cl:22])=[C:18]([Cl:19])[Cl:20])[CH:8]=[C:9]([C:11]([Cl:16])=[C:12]([Cl:13])[Cl:14])[CH:10]=1. The catalyst class is: 5. (7) Reactant: [CH2:1]([O:8][C:9](=[O:24])[C@@H:10]([CH2:19][CH2:20][C:21]([OH:23])=O)[NH:11][C:12]([O:14][C:15]([CH3:18])([CH3:17])[CH3:16])=[O:13])[C:2]1[CH:7]=[CH:6][CH:5]=[CH:4][CH:3]=1.CCN=C=NCCCN(C)C.Cl.C1C=CC2N(O)N=NC=2C=1.[CH3:47][C:48]1[C:53]([CH3:54])=[CH:52][C:51]([NH2:55])=[C:50]([NH2:56])[CH:49]=1. Product: [CH2:1]([O:8][C:9](=[O:24])[C@H:10]([NH:11][C:12]([O:14][C:15]([CH3:16])([CH3:17])[CH3:18])=[O:13])[CH2:19][CH2:20][C:21](=[O:23])[NH:55][C:51]1[CH:52]=[C:53]([CH3:54])[C:48]([CH3:47])=[CH:49][C:50]=1[NH2:56])[C:2]1[CH:3]=[CH:4][CH:5]=[CH:6][CH:7]=1. The catalyst class is: 22.